This data is from CYP1A2 inhibition data for predicting drug metabolism from PubChem BioAssay. The task is: Regression/Classification. Given a drug SMILES string, predict its absorption, distribution, metabolism, or excretion properties. Task type varies by dataset: regression for continuous measurements (e.g., permeability, clearance, half-life) or binary classification for categorical outcomes (e.g., BBB penetration, CYP inhibition). Dataset: cyp1a2_veith. (1) The compound is COc1ccc(C(C(=O)NC(C)(C)C)N(C(=O)CNC(=O)c2cccs2)c2ccc(C)cc2)cc1OC. The result is 0 (non-inhibitor). (2) The compound is C(=N\Nc1nnc2c(n1)[nH]c1ccccc12)\c1cccnc1. The result is 1 (inhibitor). (3) The drug is CCOC(=O)c1ccc(N2C(=O)CC(Nc3ccc(CCO)cc3)C2=O)cc1. The result is 0 (non-inhibitor). (4) The drug is CO[C@@H]1COC(=O)[C@H](C)NC(=O)C/C=C\[C@@H](C)[C@H](OC)COC(=O)C/C=C\[C@@H]1C. The result is 0 (non-inhibitor). (5) The drug is COc1ccc(Nc2ncc(C(=O)N3CCN(Cc4ccccc4)CC3)c3ccccc23)cc1. The result is 0 (non-inhibitor). (6) The compound is CCC[C@@H]1O[C@@H]2C[C@@H]3[C@H]4CCC5=CC(=O)C=C[C@@]5(C)[C@H]4[C@H](O)C[C@@]3(C)[C@@]2(C(=O)CO)O1. The result is 0 (non-inhibitor). (7) The molecule is COc1cccc(-c2cc(C(F)(F)F)nc(N3CCOCC3)n2)c1. The result is 1 (inhibitor).